Dataset: HIV replication inhibition screening data with 41,000+ compounds from the AIDS Antiviral Screen. Task: Binary Classification. Given a drug SMILES string, predict its activity (active/inactive) in a high-throughput screening assay against a specified biological target. (1) The compound is Nc1cccc(C(CC(=O)O)CC(=O)O)c1. The result is 0 (inactive). (2) The molecule is O=C(N1CCCCC(Cl)(Cl)C1=O)C(Cl)(Cl)Cl. The result is 0 (inactive). (3) The drug is CN(C)c1ccc(C=C(NC(=O)c2ccccc2)c2nc3ccccc3c(=O)o2)cc1. The result is 0 (inactive).